From a dataset of Full USPTO retrosynthesis dataset with 1.9M reactions from patents (1976-2016). Predict the reactants needed to synthesize the given product. Given the product [C:11]1([C:12]2[CH:4]=[CH:3][CH:2]=[CH:14][CH:13]=2)[CH:6]=[CH:7][CH:8]=[CH:9][C:10]=1[C:5]1([OH:16])[C:4]2[CH:3]=[C:2]([Br:1])[CH:14]=[CH:13][C:12]=2[C:11]2[C:6]1=[CH:7][C:8]([Br:15])=[CH:9][CH:10]=2, predict the reactants needed to synthesize it. The reactants are: [Br:1][C:2]1[CH:14]=[CH:13][C:12]2[C:11]3[C:6](=[CH:7][C:8]([Br:15])=[CH:9][CH:10]=3)[C:5](=[O:16])[C:4]=2[CH:3]=1.